Dataset: Forward reaction prediction with 1.9M reactions from USPTO patents (1976-2016). Task: Predict the product of the given reaction. (1) Given the reactants [F:1][C:2]1[CH:3]=[C:4]2[C:9](=[CH:10][C:11]=1[C:12]#[N:13])[N:8]=[CH:7][CH:6]=[C:5]2O.O.O=P(Cl)(Cl)[Cl:18], predict the reaction product. The product is: [Cl:18][C:5]1[C:4]2[C:9](=[CH:10][C:11]([C:12]#[N:13])=[C:2]([F:1])[CH:3]=2)[N:8]=[CH:7][CH:6]=1. (2) Given the reactants C(CC[NH:5][C:6]([C@H:8]1[CH2:10][C@H:9]1[C:11]1[CH:16]=[CH:15][C:14]([N:17]([CH2:22][CH:23]([CH3:25])[CH3:24])[CH2:18][CH:19]([CH3:21])[CH3:20])=[C:13]([N+:26]([O-:28])=[O:27])[CH:12]=1)=O)#N.C1(P(C2C=CC=CC=2)C2C=CC=CC=2)C=CC=CC=1.CCOC(/N=N/C(OCC)=O)=O.C[Si]([N:64]=[N+:65]=[N-:66])(C)C.[OH-].[Na+], predict the reaction product. The product is: [NH:5]1[C:6]([C@H:8]2[CH2:10][C@H:9]2[C:11]2[CH:16]=[CH:15][C:14]([N:17]([CH2:18][CH:19]([CH3:20])[CH3:21])[CH2:22][CH:23]([CH3:24])[CH3:25])=[C:13]([N+:26]([O-:28])=[O:27])[CH:12]=2)=[N:66][N:65]=[N:64]1.